Regression. Given a target protein amino acid sequence and a drug SMILES string, predict the binding affinity score between them. We predict pKd (pKd = -log10(Kd in M); higher means stronger binding). Dataset: bindingdb_kd. From a dataset of Drug-target binding data from BindingDB using Kd measurements. (1) The compound is COc1cccc(COc2ccccc2C2=NOC(CCl)C2)c1. The target protein (P34158) has sequence MQKSPLEKASFISKLFFSWTTPILRKGYRHHLELSDIYQAPSSDSADHLSEKLEREWDREQASKKKPQLIHALRRCFVWRFVFYGVLLYLGEVTKAVQPVLLGRIIASYDPDNTEERSIAIYLGIGLCLLFIVRTLLLHPAIFGLHHIGMQMRIAMFSLIYKKTLKLSSRVLDKISIGQLISLLSNNLNKFDEGLALAHFIWIAPLQVVLLMGLLWDLLQFSAFCGLGLLIVLVIFQAILGKMMVKYRDKRAAKINERLVITSEVIDNIYSVKAYCWESAMEKIIESLREEELKMTRRSAYMRFFTSSAFFFSGFFVVFLSVLPYTVINGIVLRKIFTTISFCIVLRMSVTRQFPTAVQIWYDSLGMIRKIQDFLQTQEYKVLEYNLMFTGLVMENVTAFWEEGFQELLEKVQLNNDDRKTSNGENHLSFSHLCLVGNPVLKNINLNIKKGEMLAITGSTGAGKTSLLMLILGELEASEGIIKHSGRVSFSSQISWIMPG.... The pKd is 4.2. (2) The drug is CC(=O)N1C[C@H](O)C[C@H]1C(=O)NCc1ccc(-c2cnco2)cc1. The target protein (P40337) has sequence MPRRAENWDEAEVGAEEAGVEEYGPEEDGGEESGAEESGPEESGPEELGAEEEMEAGRPRPVLRSVNSREPSQVIFCNRSPRVVLPVWLNFDGEPQPYPTLPPGTGRRIHSYRGHLWLFRDAGTHDGLLVNQTELFVPSLNVDGQPIFANITLPVYTLKERCLQVVRSLVKPENYRRLDIVRSLYEDLEDHPNVQKDLERLTQERIAHQRMGD. The pKd is 3.8.